Dataset: Full USPTO retrosynthesis dataset with 1.9M reactions from patents (1976-2016). Task: Predict the reactants needed to synthesize the given product. (1) Given the product [F:7][C:8]1[CH:13]=[C:12]([CH:14]=[CH2:1])[CH:11]=[C:10]([F:16])[C:9]=1[C:17]1[N:22]=[C:21]([C:23]([O:25][CH3:26])=[O:24])[CH:20]=[CH:19][C:18]=1[F:27], predict the reactants needed to synthesize it. The reactants are: [CH3:1]C(C)([O-])C.[K+].[F:7][C:8]1[CH:13]=[C:12]([CH:14]=O)[CH:11]=[C:10]([F:16])[C:9]=1[C:17]1[N:22]=[C:21]([C:23]([O:25][CH3:26])=[O:24])[CH:20]=[CH:19][C:18]=1[F:27]. (2) Given the product [C:1]([O:5][C:6]([N:8]1[CH2:13][CH2:12][C:11]2[N:14]([CH3:31])[C:15]([C:24]3[CH:29]=[CH:28][N:27]=[C:26]([NH2:30])[N:25]=3)=[C:16]([C:17]3[CH:22]=[CH:21][CH:20]=[C:19]([NH:23][C:34]([NH:33][C:36]4[CH:37]=[CH:38][C:39]([C:42]([F:43])([F:44])[F:45])=[CH:40][CH:41]=4)=[O:35])[CH:18]=3)[C:10]=2[C:9]1=[O:32])=[O:7])([CH3:4])([CH3:3])[CH3:2], predict the reactants needed to synthesize it. The reactants are: [C:1]([O:5][C:6]([N:8]1[CH2:13][CH2:12][C:11]2[N:14]([CH3:31])[C:15]([C:24]3[CH:29]=[CH:28][N:27]=[C:26]([NH2:30])[N:25]=3)=[C:16]([C:17]3[CH:22]=[CH:21][CH:20]=[C:19]([NH2:23])[CH:18]=3)[C:10]=2[C:9]1=[O:32])=[O:7])([CH3:4])([CH3:3])[CH3:2].[N:33]([C:36]1[CH:41]=[CH:40][C:39]([C:42]([F:45])([F:44])[F:43])=[CH:38][CH:37]=1)=[C:34]=[O:35]. (3) Given the product [CH:7]1([NH:13][C:14]2[N:6]3[C:2]([S:3][CH:4]=[CH:5]3)=[N:1][C:18]=2[C:17]2[CH:20]=[C:21]([CH3:24])[CH:22]=[CH:23][C:16]=2[CH3:15])[CH2:12][CH2:11][CH2:10][CH2:9][CH2:8]1, predict the reactants needed to synthesize it. The reactants are: [NH2:1][C:2]1[S:3][CH:4]=[CH:5][N:6]=1.[CH:7]1([N+:13]#[C-:14])[CH2:12][CH2:11][CH2:10][CH2:9][CH2:8]1.[CH3:15][C:16]1[CH:23]=[CH:22][C:21]([CH3:24])=[CH:20][C:17]=1[CH:18]=O. (4) Given the product [C:20]([C:23]1[CH:28]=[CH:27][C:26]([NH:29][C:30]([N:11]2[CH2:12][CH2:13][C:8]3([C:14]4[C:19](=[CH:18][CH:17]=[CH:16][CH:15]=4)[N:6]([S:2](=[O:4])(=[O:5])[NH2:3])[CH2:7]3)[CH2:9][CH2:10]2)=[O:31])=[CH:25][CH:24]=1)(=[O:22])[CH3:21], predict the reactants needed to synthesize it. The reactants are: Cl.[S:2]([N:6]1[C:19]2[C:14](=[CH:15][CH:16]=[CH:17][CH:18]=2)[C:8]2([CH2:13][CH2:12][NH:11][CH2:10][CH2:9]2)[CH2:7]1)(=[O:5])(=[O:4])[NH2:3].[C:20]([C:23]1[CH:28]=[CH:27][C:26]([NH:29][C:30](=O)[O:31]C2C=CC=CC=2)=[CH:25][CH:24]=1)(=[O:22])[CH3:21].CCN(CC)CC. (5) Given the product [CH2:11]([O:9][C:8]1[C:3]([CH2:2][OH:1])=[N:4][C:5]([CH3:10])=[CH:6][CH:7]=1)[C:12]1[CH:17]=[CH:16][CH:15]=[CH:14][CH:13]=1, predict the reactants needed to synthesize it. The reactants are: [OH:1][CH2:2][C:3]1[C:8]([OH:9])=[CH:7][CH:6]=[C:5]([CH3:10])[N:4]=1.[CH2:11](Br)[C:12]1[CH:17]=[CH:16][CH:15]=[CH:14][CH:13]=1.C(=O)([O-])[O-].[K+].[K+].C(OCC)(=O)C. (6) The reactants are: FC(F)(F)S(O[C:7]1[C:8]([CH3:43])([CH3:42])[C@H:9]2[C@:22]([CH3:25])([CH2:23][CH:24]=1)[CH:21]1[C@:12]([CH3:41])([C@@:13]3([CH3:40])[C@H:18]([CH2:19][CH2:20]1)[C@H:17]1[C@H:26]([C:29]([CH3:31])=[CH2:30])[CH2:27][CH2:28][C@:16]1([C:32](=[O:39])[NH:33][CH2:34][CH2:35][N:36]([CH3:38])[CH3:37])[CH2:15][CH2:14]3)[CH2:11][CH2:10]2)(=O)=O.[CH3:46][O:47][C:48]([C:50]1[S:54][C:53](B(O)O)=[CH:52][CH:51]=1)=[O:49].C(=O)([O-])[O-].[Na+].[Na+]. Given the product [CH3:38][N:36]([CH3:37])[CH2:35][CH2:34][NH:33][C:32]([C@:16]12[CH2:28][CH2:27][C@@H:26]([C:29]([CH3:31])=[CH2:30])[C@@H:17]1[C@@H:18]1[C@@:13]([CH3:40])([CH2:14][CH2:15]2)[C@@:12]2([CH3:41])[C@@H:21]([C@:22]3([CH3:25])[C@@H:9]([CH2:10][CH2:11]2)[C:8]([CH3:42])([CH3:43])[C:7]([C:53]2[S:54][C:50]([C:48]([O:47][CH3:46])=[O:49])=[CH:51][CH:52]=2)=[CH:24][CH2:23]3)[CH2:20][CH2:19]1)=[O:39], predict the reactants needed to synthesize it. (7) Given the product [Cl:71][C:59]1[CH:58]=[CH:57][C:56]([C:55]2[C:50]([C@@H:40]([NH:39][C:90](=[O:91])[CH2:89][C:86]3[C:84]4=[N:85][C:80]([O:79][CH3:78])=[CH:81][CH:82]=[C:83]4[NH:88][CH:87]=3)[CH2:41][C:42]3[CH:47]=[C:46]([F:48])[CH:45]=[C:44]([F:49])[CH:43]=3)=[N:51][C:52]([C:72]#[C:73][C:74]([OH:77])([CH3:75])[CH3:76])=[CH:53][CH:54]=2)=[C:64]2[C:60]=1[C:61]([NH:66][S:67]([CH3:70])(=[O:68])=[O:69])=[N:62][N:63]2[CH3:65], predict the reactants needed to synthesize it. The reactants are: BrC1C([C@@H](NC(=O)CN2C3C(F)(F)CCC(F)(F)C=3C(C(F)F)=N2)CC2C=C(F)C=C(F)C=2)=NC=C(Br)C=1.[NH2:39][C@H:40]([C:50]1[C:55]([C:56]2[CH:57]=[CH:58][C:59]([Cl:71])=[C:60]3[C:64]=2[N:63]([CH3:65])[N:62]=[C:61]3[NH:66][S:67]([CH3:70])(=[O:69])=[O:68])=[CH:54][CH:53]=[C:52]([C:72]#[C:73][C:74]([OH:77])([CH3:76])[CH3:75])[N:51]=1)[CH2:41][C:42]1[CH:47]=[C:46]([F:48])[CH:45]=[C:44]([F:49])[CH:43]=1.[CH3:78][O:79][C:80]1[N:85]=[C:84]2[C:86]([CH2:89][C:90](O)=[O:91])=[CH:87][NH:88][C:83]2=[CH:82][CH:81]=1.